This data is from Forward reaction prediction with 1.9M reactions from USPTO patents (1976-2016). The task is: Predict the product of the given reaction. (1) Given the reactants Br[CH2:2][C:3]([O:5][CH2:6][CH3:7])=[O:4].[CH3:8][C:9]([C:11]1[CH:16]=[C:15]([Br:17])[CH:14]=[CH:13][C:12]=1[OH:18])=[O:10].C(=O)([O-])[O-].[K+].[K+].O, predict the reaction product. The product is: [CH2:6]([O:5][C:3](=[O:4])[CH2:2][O:18][C:12]1[CH:13]=[CH:14][C:15]([Br:17])=[CH:16][C:11]=1[C:9](=[O:10])[CH3:8])[CH3:7]. (2) The product is: [C:1]([N:4]1[CH2:9][CH2:8][N:7]([C:10]2[N:11]=[C:12]([N:23]3[CH2:27][CH2:26][CH2:25][C@@H:24]3[C:28]3[CH:33]=[CH:32][C:31]([O:34][CH2:43][CH3:44])=[C:30]([F:35])[CH:29]=3)[C:13]3[CH2:18][N:17]([CH:19]([CH3:21])[CH3:20])[C:16](=[O:22])[C:14]=3[N:15]=2)[CH2:6][CH2:5]1)(=[O:3])[CH3:2]. Given the reactants [C:1]([N:4]1[CH2:9][CH2:8][N:7]([C:10]2[N:11]=[C:12]([N:23]3[CH2:27][CH2:26][CH2:25][C@@H:24]3[C:28]3[CH:33]=[CH:32][C:31]([OH:34])=[C:30]([F:35])[CH:29]=3)[C:13]3[CH2:18][N:17]([CH:19]([CH3:21])[CH3:20])[C:16](=[O:22])[C:14]=3[N:15]=2)[CH2:6][CH2:5]1)(=[O:3])[CH3:2].C([O-])([O-])=O.[K+].[K+].I[CH2:43][CH3:44].O, predict the reaction product. (3) Given the reactants Cl[C:2](Cl)([O:4]C(=O)OC(Cl)(Cl)Cl)Cl.[C:13]([O:16][C:17]1[CH:29]=[C:28]([CH2:30][NH:31][C:32]2[CH:37]=[CH:36][C:35]([O:38][C:39](=[O:41])[CH3:40])=[CH:34][C:33]=2[OH:42])[CH:27]=[CH:26][C:18]=1[O:19][CH2:20][C:21]([O:23][CH2:24][CH3:25])=[O:22])(=[O:15])[CH3:14].CCN(CC)CC, predict the reaction product. The product is: [C:13]([O:16][C:17]1[CH:29]=[C:28]([CH2:30][N:31]2[C:32]3[CH:37]=[CH:36][C:35]([O:38][C:39](=[O:41])[CH3:40])=[CH:34][C:33]=3[O:42][C:2]2=[O:4])[CH:27]=[CH:26][C:18]=1[O:19][CH2:20][C:21]([O:23][CH2:24][CH3:25])=[O:22])(=[O:15])[CH3:14]. (4) Given the reactants [O:1]1[C:5]2([CH2:10][CH2:9][CH:8]([C:11]3[S:12][C:13]([C:16]([OH:18])=O)=[CH:14][N:15]=3)[CH2:7][CH2:6]2)[O:4][CH2:3][CH2:2]1.CC[N:21]=C=NCCCN(C)C.C1C=CC2N(O)N=NC=2C=1.N, predict the reaction product. The product is: [O:1]1[C:5]2([CH2:10][CH2:9][CH:8]([C:11]3[S:12][C:13]([C:16]([NH2:21])=[O:18])=[CH:14][N:15]=3)[CH2:7][CH2:6]2)[O:4][CH2:3][CH2:2]1. (5) Given the reactants [OH:1][C@H:2]1[CH2:6][CH2:5][N:4]([C:7]([O:9][C:10]([CH3:13])([CH3:12])[CH3:11])=[O:8])[CH2:3]1.[F:14][C:15]1[CH:16]=[C:17](O)[CH:18]=[CH:19][CH:20]=1, predict the reaction product. The product is: [F:14][C:15]1[CH:20]=[C:19]([CH:18]=[CH:17][CH:16]=1)[O:1][C@@H:2]1[CH2:6][CH2:5][N:4]([C:7]([O:9][C:10]([CH3:13])([CH3:12])[CH3:11])=[O:8])[CH2:3]1. (6) Given the reactants [Cl:1][C:2]1[CH:3]=[C:4]2[C:9](=[C:10]([Cl:31])[C:11]=1[O:12][C:13]1[CH:18]=[CH:17][C:16]([C:19](=[O:30])[NH:20][CH2:21][CH2:22][C:23]3[CH:28]=[CH:27][C:26]([Cl:29])=[CH:25][CH:24]=3)=[CH:15][CH:14]=1)[O:8][CH2:7][CH2:6][CH:5]2[C:32]([O:34]CC)=[O:33].[OH-].[Na+].Cl.CCOC(C)=O, predict the reaction product. The product is: [Cl:1][C:2]1[CH:3]=[C:4]2[C:9](=[C:10]([Cl:31])[C:11]=1[O:12][C:13]1[CH:18]=[CH:17][C:16]([C:19](=[O:30])[NH:20][CH2:21][CH2:22][C:23]3[CH:28]=[CH:27][C:26]([Cl:29])=[CH:25][CH:24]=3)=[CH:15][CH:14]=1)[O:8][CH2:7][CH2:6][CH:5]2[C:32]([OH:34])=[O:33]. (7) The product is: [Cl:18][CH2:19][CH2:20][CH2:21][N:22]([C:23]1[CH:24]=[CH:25][C:26]([F:29])=[CH:27][CH:28]=1)[C:8](=[O:16])[O:9][C:10]1[CH:15]=[CH:14][CH:13]=[CH:12][CH:11]=1. Given the reactants C(N(CC)CC)C.[C:8](Cl)(=[O:16])[O:9][C:10]1[CH:15]=[CH:14][CH:13]=[CH:12][CH:11]=1.[Cl:18][CH2:19][CH2:20][CH2:21][NH:22][C:23]1[CH:28]=[CH:27][C:26]([F:29])=[CH:25][CH:24]=1.O, predict the reaction product. (8) Given the reactants Cl[C:2]1[C:3]2[CH:10]=[CH:9][N:8]([C@@H:11]3[O:33][C@H:32]([CH2:34][O:35][C:36](=[O:43])[C:37]4[CH:42]=[CH:41][CH:40]=[CH:39][CH:38]=4)[C@@H:22]([O:23][C:24](=[O:31])[C:25]4[CH:30]=[CH:29][CH:28]=[CH:27][CH:26]=4)[C@H:12]3[O:13][C:14](=[O:21])[C:15]3[CH:20]=[CH:19][CH:18]=[CH:17][CH:16]=3)[C:4]=2[N:5]=[CH:6][N:7]=1.[CH3:44][Al](C)C.[NH4+].[Cl-].C, predict the reaction product. The product is: [CH3:44][C:2]1[C:3]2[CH:10]=[CH:9][N:8]([C@@H:11]3[O:33][C@H:32]([CH2:34][O:35][C:36](=[O:43])[C:37]4[CH:38]=[CH:39][CH:40]=[CH:41][CH:42]=4)[C@@H:22]([O:23][C:24](=[O:31])[C:25]4[CH:30]=[CH:29][CH:28]=[CH:27][CH:26]=4)[C@H:12]3[O:13][C:14](=[O:21])[C:15]3[CH:16]=[CH:17][CH:18]=[CH:19][CH:20]=3)[C:4]=2[N:5]=[CH:6][N:7]=1. (9) Given the reactants [OH:1][CH:2]1[CH2:13][C@@H:12]([CH3:14])[C:11](=[O:15])[O:10][CH2:9][C@@H:8]([C:16]2[CH:21]=[CH:20][CH:19]=[CH:18][CH:17]=2)[NH:7][C:6](=[O:22])[CH2:5][CH2:4][CH:3]1[NH:23]C(=O)OC(C)(C)C.C([SiH](CC)CC)C.C(O)(C(F)(F)F)=O, predict the reaction product. The product is: [NH2:23][CH:3]1[CH:2]([OH:1])[CH2:13][C@@H:12]([CH3:14])[C:11](=[O:15])[O:10][CH2:9][C@@H:8]([C:16]2[CH:17]=[CH:18][CH:19]=[CH:20][CH:21]=2)[NH:7][C:6](=[O:22])[CH2:5][CH2:4]1. (10) The product is: [CH3:64][N:65]([CH3:69])[CH2:66][CH2:67][NH:68][C:42]([C@:23]12[CH2:35][CH2:34][C@@H:33]([C:36]([CH2:38][N:39]([CH3:41])[CH3:40])=[CH2:37])[C@@H:24]1[C@@H:25]1[C@@:20]([CH3:45])([CH2:21][CH2:22]2)[C@@:19]2([CH3:46])[C@@H:28]([C@:29]3([CH3:32])[C@@H:16]([CH2:17][CH2:18]2)[C:15]([CH3:48])([CH3:47])[C:14]([C:11]2[CH:10]=[CH:9][C:8]([C:6]([O:5][C:1]([CH3:2])([CH3:3])[CH3:4])=[O:7])=[CH:13][CH:12]=2)=[CH:31][CH2:30]3)[CH2:27][CH2:26]1)=[O:43]. Given the reactants [C:1]([O:5][C:6]([C:8]1[CH:13]=[CH:12][C:11]([C:14]2[C:15]([CH3:48])([CH3:47])[C@H:16]3[C@:29]([CH3:32])([CH2:30][CH:31]=2)[C@@H:28]2[C@:19]([CH3:46])([C@@:20]4([CH3:45])[C@H:25]([CH2:26][CH2:27]2)[C@H:24]2[C@H:33]([C:36]([CH2:38][N:39]([CH3:41])[CH3:40])=[CH2:37])[CH2:34][CH2:35][C@:23]2([C:42](O)=[O:43])[CH2:22][CH2:21]4)[CH2:18][CH2:17]3)=[CH:10][CH:9]=1)=[O:7])([CH3:4])([CH3:3])[CH3:2].C(Cl)(=O)C(Cl)=O.CCN(C(C)C)C(C)C.[CH3:64][N:65]([CH3:69])[CH2:66][CH2:67][NH2:68], predict the reaction product.